From a dataset of Full USPTO retrosynthesis dataset with 1.9M reactions from patents (1976-2016). Predict the reactants needed to synthesize the given product. (1) Given the product [C:26]([O:30][C:31]([N:33]1[CH2:38][CH2:37][CH:36]([CH2:39]/[CH:40]=[CH:15]/[C:16]2[CH:17]=[CH:18][C:19]([C:22]([F:23])([F:24])[F:25])=[CH:20][CH:21]=2)[CH2:35][CH2:34]1)=[O:32])([CH3:29])([CH3:28])[CH3:27], predict the reactants needed to synthesize it. The reactants are: CC(C)([O-])C.[K+].C(OP([CH2:15][C:16]1[CH:21]=[CH:20][C:19]([C:22]([F:25])([F:24])[F:23])=[CH:18][CH:17]=1)(=O)OCC)C.[C:26]([O:30][C:31]([N:33]1[CH2:38][CH2:37][CH:36]([CH2:39][CH:40]=O)[CH2:35][CH2:34]1)=[O:32])([CH3:29])([CH3:28])[CH3:27].O. (2) Given the product [F:40][CH2:3][CH:2]([OH:1])[CH2:4][O:5][C@H:6]1[CH2:11][CH2:10][C@H:9]([N:12]2[C:17](=[O:18])[C:16]([CH2:19][C:20]3[CH:25]=[CH:24][C:23]([C:26]4[C:27]([C:32]#[N:33])=[CH:28][CH:29]=[CH:30][CH:31]=4)=[CH:22][CH:21]=3)=[C:15]([CH2:34][CH2:35][CH3:36])[N:14]3[N:37]=[CH:38][N:39]=[C:13]23)[CH2:8][CH2:7]1, predict the reactants needed to synthesize it. The reactants are: [O:1]1[CH2:3][CH:2]1[CH2:4][O:5][C@H:6]1[CH2:11][CH2:10][C@H:9]([N:12]2[C:17](=[O:18])[C:16]([CH2:19][C:20]3[CH:25]=[CH:24][C:23]([C:26]4[C:27]([C:32]#[N:33])=[CH:28][CH:29]=[CH:30][CH:31]=4)=[CH:22][CH:21]=3)=[C:15]([CH2:34][CH2:35][CH3:36])[N:14]3[N:37]=[CH:38][N:39]=[C:13]23)[CH2:8][CH2:7]1.[FH:40].[K].CCCC[N+](CCCC)(CCCC)CCCC.F.F.[F-].ClC1C=CC=CC=1. (3) Given the product [C:1]([O:5][C:6](=[O:33])[CH2:7][CH2:8][C:9]([N:11]([CH3:32])[CH2:12][CH2:13][N:14]([CH2:20][C:21]1[CH:22]=[C:23]([CH:29]=[CH:30][N:31]=1)[C:24]([OH:26])=[O:25])[CH:15]([CH2:18][CH3:19])[CH2:16][CH3:17])=[O:10])([CH3:2])([CH3:3])[CH3:4], predict the reactants needed to synthesize it. The reactants are: [C:1]([O:5][C:6](=[O:33])[CH2:7][CH2:8][C:9]([N:11]([CH3:32])[CH2:12][CH2:13][N:14]([CH2:20][C:21]1[CH:22]=[C:23]([CH:29]=[CH:30][N:31]=1)[C:24]([O:26]CC)=[O:25])[CH:15]([CH2:18][CH3:19])[CH2:16][CH3:17])=[O:10])([CH3:4])([CH3:3])[CH3:2].[OH-].[Na+].CO.Cl. (4) Given the product [CH3:22][O:21][C:17]1[N:16]=[C:15]([CH2:14][N:4]2[C:5]3[C:10](=[C:9]([N+:11]([O-:13])=[O:12])[CH:8]=[CH:7][CH:6]=3)[C:2]([CH:23]=[CH2:24])=[N:3]2)[CH:20]=[CH:19][CH:18]=1, predict the reactants needed to synthesize it. The reactants are: I[C:2]1[C:10]2[C:5](=[CH:6][CH:7]=[CH:8][C:9]=2[N+:11]([O-:13])=[O:12])[N:4]([CH2:14][C:15]2[CH:20]=[CH:19][CH:18]=[C:17]([O:21][CH3:22])[N:16]=2)[N:3]=1.[CH:23]([B-](F)(F)F)=[CH2:24].[K+].C(N(CC)CC)C. (5) Given the product [CH3:10][O:9][C:7]1[CH:8]=[C:3]2[C:4](=[CH:5][C:6]=1[O:11][CH2:12][CH2:13][O:14][CH3:15])[N:16]=[CH:17][N:18]=[C:1]2[NH:2][C:24]1[CH:26]=[C:27]([O:32][CH3:33])[CH:28]=[C:29]([O:30][CH3:31])[C:23]=1[O:22][CH3:21], predict the reactants needed to synthesize it. The reactants are: [C:1]([C:3]1[CH:8]=[C:7]([O:9][CH3:10])[C:6]([O:11][CH2:12][CH2:13][O:14][CH3:15])=[CH:5][C:4]=1[N:16]=[CH:17][N:18](C)C)#[N:2].[CH3:21][O:22][C:23]1[C:29]([O:30][CH3:31])=[CH:28][C:27]([O:32][CH3:33])=[CH:26][C:24]=1N. (6) Given the product [Br:5][C:6]1[CH:7]=[CH:8][C:9]([C:13](=[NH:14])[O:15][CH3:19])=[N:10][C:11]=1[O:4][CH3:3], predict the reactants needed to synthesize it. The reactants are: [H-].[Na+].[CH3:3][OH:4].[Br:5][C:6]1[CH:7]=[CH:8][C:9]([C:13]#[N:14])=[N:10][C:11]=1Cl.[O:15]1[CH2:19]CCC1. (7) Given the product [Br:1][C:2]1[CH:11]=[C:10]2[C:5]([N:6]=[CH:7][C:8]([N:12]3[CH2:17][CH2:16][N:15]([S:32]([CH3:31])(=[O:34])=[O:33])[CH2:14][C:13]3=[O:18])=[N:9]2)=[CH:4][CH:3]=1, predict the reactants needed to synthesize it. The reactants are: [Br:1][C:2]1[CH:11]=[C:10]2[C:5]([N:6]=[CH:7][C:8]([N:12]3[CH2:17][CH2:16][NH:15][CH2:14][C:13]3=[O:18])=[N:9]2)=[CH:4][CH:3]=1.C(N(CC)CC)C.S(Cl)(Cl)(=O)=O.[CH3:31][S:32](Cl)(=[O:34])=[O:33]. (8) Given the product [Cl:1][C:2]1[CH:3]=[CH:4][C:5]([C:6]([NH:8][C:9]2[S:10][CH:11]=[C:12]([CH2:14][C:15](=[O:17])[N:22]3[CH2:27][CH2:26][CH:25]([O:28][C:29]4[CH:34]=[CH:33][CH:32]=[CH:31][N:30]=4)[CH2:24][CH2:23]3)[N:13]=2)=[O:7])=[CH:18][CH:19]=1, predict the reactants needed to synthesize it. The reactants are: [Cl:1][C:2]1[CH:19]=[CH:18][C:5]([C:6]([NH:8][C:9]2[S:10][CH:11]=[C:12]([CH2:14][C:15]([OH:17])=O)[N:13]=2)=[O:7])=[CH:4][CH:3]=1.Cl.Cl.[NH:22]1[CH2:27][CH2:26][CH:25]([O:28][C:29]2[CH:34]=[CH:33][CH:32]=[CH:31][N:30]=2)[CH2:24][CH2:23]1. (9) Given the product [O:58]=[CH:57][CH2:56][CH2:55][CH2:54][CH2:53][NH:52][C:19]([CH2:18][CH2:17][N:14]1[CH2:13][CH2:12][CH:11]([O:10][C:8](=[O:9])[NH:7][C:2]2[CH:3]=[CH:4][CH:5]=[CH:6][C:1]=2[C:22]2[CH:23]=[CH:24][CH:25]=[CH:26][CH:27]=2)[CH2:16][CH2:15]1)=[O:21], predict the reactants needed to synthesize it. The reactants are: [C:1]1([C:22]2[CH:27]=[CH:26][CH:25]=[CH:24][CH:23]=2)[CH:6]=[CH:5][CH:4]=[CH:3][C:2]=1[NH:7][C:8]([O:10][CH:11]1[CH2:16][CH2:15][N:14]([CH2:17][CH2:18][C:19]([OH:21])=O)[CH2:13][CH2:12]1)=[O:9].CN(C(ON1N=NC2C=CC=NC1=2)=[N+](C)C)C.F[P-](F)(F)(F)(F)F.[NH2:52][CH2:53][CH2:54][CH2:55][CH2:56][CH2:57][OH:58].CCN(C(C)C)C(C)C. (10) Given the product [OH2:6].[NH2:24][C:22]1[S:23][CH:2]=[C:3]([C:4](=[N:8][O:9][CH2:10][C:11]([O:13][CH3:14])=[O:12])[C:5]([OH:7])=[O:6])[N:21]=1, predict the reactants needed to synthesize it. The reactants are: Cl[CH2:2][C:3](=O)[C:4](=[N:8][O:9][CH2:10][C:11]([O:13][CH3:14])=[O:12])[C:5]([OH:7])=[O:6].C(=O)([O-])O.[Na+].[NH2:21][C:22]([NH2:24])=[S:23].N.Cl.